Dataset: Reaction yield outcomes from USPTO patents with 853,638 reactions. Task: Predict the reaction yield, written as a fraction of the theoretical maximum amount of product (1.0 means a 100% yield; for example, 0.34 means a 34% yield). (1) The reactants are [OH-].[Na+].[Cl:3][C:4]1[CH:9]=[CH:8][C:7]([C:10]2[N:15]=[C:14]([C:16]([NH:18][C:19]3[C:20]([CH3:30])=[C:21]([CH:26]=[CH:27][C:28]=3[CH3:29])[C:22]([O:24]C)=[O:23])=[O:17])[C:13]([CH3:31])=[CH:12][CH:11]=2)=[CH:6][CH:5]=1.Cl. The catalyst is C1COCC1.CO. The product is [Cl:3][C:4]1[CH:5]=[CH:6][C:7]([C:10]2[N:15]=[C:14]([C:16]([NH:18][C:19]3[C:20]([CH3:30])=[C:21]([CH:26]=[CH:27][C:28]=3[CH3:29])[C:22]([OH:24])=[O:23])=[O:17])[C:13]([CH3:31])=[CH:12][CH:11]=2)=[CH:8][CH:9]=1. The yield is 0.959. (2) The reactants are Cl[C:2]1[N:10]([CH2:11][C:12]2[CH:17]=[CH:16][C:15]([Cl:18])=[CH:14][CH:13]=2)[C:9]2[C:8](=[O:19])[N:7]([CH2:20][CH2:21][CH2:22][OH:23])[C:6](=[O:24])[N:5]([CH2:25][CH3:26])[C:4]=2[N:3]=1.[CH3:27][C:28]1[CH:29]=[C:30]([OH:34])[CH:31]=[N:32][CH:33]=1.C(=O)([O-])[O-].[K+].[K+].C(OCC)(=O)C. The catalyst is CN(C=O)C.O. The product is [Cl:18][C:15]1[CH:16]=[CH:17][C:12]([CH2:11][N:10]2[C:9]3[C:8](=[O:19])[N:7]([CH2:20][CH2:21][CH2:22][OH:23])[C:6](=[O:24])[N:5]([CH2:25][CH3:26])[C:4]=3[N:3]=[C:2]2[O:34][C:30]2[CH:31]=[N:32][CH:33]=[C:28]([CH3:27])[CH:29]=2)=[CH:13][CH:14]=1. The yield is 0.225. (3) The reactants are CO[C:3]1[C:12]2=[CH:13][N:14]([C@@H:16]3[O:22][C@H:21]([CH2:23][OH:24])[C@@H:19]([OH:20])[C@@:17]3([CH3:25])[OH:18])[N:15]=[C:10]3[C:11]2=[C:5]([C:6](=[O:26])[NH:7][N:8]=[CH:9]3)[N:4]=1.[NH3:27]. No catalyst specified. The product is [NH2:27][C:3]1[C:12]2=[CH:13][N:14]([C@@H:16]3[O:22][C@H:21]([CH2:23][OH:24])[C@@H:19]([OH:20])[C@@:17]3([CH3:25])[OH:18])[N:15]=[C:10]3[C:11]2=[C:5]([C:6](=[O:26])[NH:7][N:8]=[CH:9]3)[N:4]=1. The yield is 0.570. (4) The reactants are CC1C=CC(S(O[CH2:12][C:13]([F:16])([F:15])[F:14])(=O)=O)=CC=1.[Cl:17][C:18]1[CH:19]=[CH:20][C:21]([CH2:25][OH:26])=[C:22]([OH:24])[CH:23]=1.C([O-])([O-])=O.[K+].[K+]. The catalyst is CN(C=O)C. The product is [Cl:17][C:18]1[CH:19]=[CH:20][C:21]([CH2:25][OH:26])=[C:22]([O:24][CH2:12][C:13]([F:16])([F:15])[F:14])[CH:23]=1. The yield is 0.130. (5) The reactants are COC1C=CC(P2(SP(C3C=CC(OC)=CC=3)(=S)S2)=[S:10])=CC=1.[Cl:23][C:24]1[C:39]([C:40]([F:43])([F:42])[F:41])=[CH:38][CH:37]=[CH:36][C:25]=1[CH2:26][N:27]1[C@@H:32]([CH3:33])[CH2:31][NH:30][C:29](=O)[C:28]1=[O:35]. The catalyst is C1COCC1. The product is [Cl:23][C:24]1[C:39]([C:40]([F:43])([F:42])[F:41])=[CH:38][CH:37]=[CH:36][C:25]=1[CH2:26][N:27]1[C@@H:32]([CH3:33])[CH2:31][NH:30][C:29](=[S:10])[C:28]1=[O:35]. The yield is 0.900.